Dataset: Forward reaction prediction with 1.9M reactions from USPTO patents (1976-2016). Task: Predict the product of the given reaction. Given the reactants [OH:1][C:2]1[CH:9]=[C:8]([CH3:10])[C:5]([CH:6]=[O:7])=[C:4]([CH3:11])[CH:3]=1.Cl[CH2:13][C:14]([N:16]1[CH2:20][CH2:19][CH2:18][CH2:17]1)=[O:15].C([O-])([O-])=O.[Cs+].[Cs+], predict the reaction product. The product is: [CH3:11][C:4]1[CH:3]=[C:2]([O:1][CH2:13][C:14](=[O:15])[N:16]2[CH2:20][CH2:19][CH2:18][CH2:17]2)[CH:9]=[C:8]([CH3:10])[C:5]=1[CH:6]=[O:7].